From a dataset of Catalyst prediction with 721,799 reactions and 888 catalyst types from USPTO. Predict which catalyst facilitates the given reaction. (1) The catalyst class is: 2. Reactant: [Br:1][C:2]1[CH:3]=[CH:4][C:5]([I:10])=[C:6]([CH2:8]O)[CH:7]=1.O=S(Cl)[Cl:13]. Product: [Br:1][C:2]1[CH:3]=[CH:4][C:5]([I:10])=[C:6]([CH2:8][Cl:13])[CH:7]=1. (2) Reactant: [C:1]([O:6][CH3:7])(=[O:5])[C@@H:2]([CH3:4])[OH:3].C(N(CC)CC)C.Cl.C(N(CC)CC)C.[C:23]1([CH3:33])[CH:28]=[CH:27][C:26](S(Cl)(=O)=O)=[CH:25][CH:24]=1. Product: [CH3:33][C:23]1[CH:28]=[CH:27][C:26]([O:3][C@H:2]([CH3:4])[C:1]([O:6][CH3:7])=[O:5])=[CH:25][CH:24]=1. The catalyst class is: 10. (3) Reactant: [NH2:1][C:2]1[CH:10]=[C:9]([O:11][CH3:12])[CH:8]=[CH:7][C:3]=1[C:4]([OH:6])=O.C(N1C=CN=C1)(N1C=CN=C1)=O.N12CCCN=C1CCCCC2.Cl.[CH3:37][O:38][C:39](=[O:46])[C@@H:40]([NH2:45])[CH2:41][CH2:42][CH2:43][CH3:44]. Product: [CH3:37][O:38][C:39](=[O:46])[C@@H:40]([NH:45][C:4](=[O:6])[C:3]1[CH:7]=[CH:8][C:9]([O:11][CH3:12])=[CH:10][C:2]=1[NH2:1])[CH2:41][CH2:42][CH2:43][CH3:44]. The catalyst class is: 436. (4) Reactant: [F:1][C:2]1[CH:7]=[CH:6][C:5]([CH:8]2[CH2:12][S:11](=[O:14])(=[O:13])[NH:10][CH2:9]2)=[CH:4][CH:3]=1.F[C:16]1[C:25]([S:26]([CH3:29])(=[O:28])=[O:27])=[CH:24][C:19]([C:20]([O:22][CH3:23])=[O:21])=[C:18]([CH3:30])[CH:17]=1.C([O-])([O-])=O.[Cs+].[Cs+].O. Product: [F:1][C:2]1[CH:3]=[CH:4][C:5]([CH:8]2[CH2:12][S:11](=[O:14])(=[O:13])[N:10]([C:16]3[C:25]([S:26]([CH3:29])(=[O:28])=[O:27])=[CH:24][C:19]([C:20]([O:22][CH3:23])=[O:21])=[C:18]([CH3:30])[CH:17]=3)[CH2:9]2)=[CH:6][CH:7]=1. The catalyst class is: 3. (5) Reactant: [CH3:1][O:2][C:3](=[O:31])[C:4]1[C:9]([NH:10][CH:11]([CH2:14]OS(C)(=O)=O)[CH2:12][CH3:13])=[CH:8][C:7]([CH3:20])=[N:6][C:5]=1[O:21][C:22]1[C:27]([CH3:28])=[CH:26][C:25]([Cl:29])=[CH:24][C:23]=1[CH3:30].[I-].[Na+].[CH2:34]([NH2:36])[CH3:35].C(N(CC)CC)C. Product: [CH3:1][O:2][C:3](=[O:31])[C:4]1[C:9]([NH:10][CH:11]([CH2:14][NH:36][CH2:34][CH3:35])[CH2:12][CH3:13])=[CH:8][C:7]([CH3:20])=[N:6][C:5]=1[O:21][C:22]1[C:27]([CH3:28])=[CH:26][C:25]([Cl:29])=[CH:24][C:23]=1[CH3:30]. The catalyst class is: 10. (6) Reactant: [CH3:1][N:2](C)[C:3]1[CH:8]=[CH:7][CH:6]=[CH:5][CH:4]=1.FC(F)(F)S(O[C:16]1[CH:21]=[CH:20][C:19]([CH3:22])=[CH:18][C:17]=1[Si](C)(C)C)(=O)=O.[F-].[K+].C1OCCOCCOCCOCCOCCOC1. Product: [CH3:1][N:2]([C:3]1[CH:8]=[CH:7][CH:6]=[CH:5][CH:4]=1)[C:16]1[CH:21]=[CH:20][C:19]([CH3:22])=[CH:18][CH:17]=1.[CH3:1][N:2]([C:3]1[CH:8]=[CH:7][CH:6]=[CH:5][CH:4]=1)[C:17]1[CH:16]=[CH:21][CH:20]=[C:19]([CH3:22])[CH:18]=1. The catalyst class is: 1. (7) Reactant: [OH:1][N:2]1[C:7](=[O:8])[C:6]([CH2:9][C:10]2[CH:15]=[CH:14][C:13]([C:16]3[C:17]([C:22]#[N:23])=[CH:18][CH:19]=[CH:20][CH:21]=3)=[CH:12][CH:11]=2)=[C:5]([CH2:24][CH2:25][CH3:26])[N:4]=[C:3]1[CH3:27].[C:28]1(P(C2C=CC=CC=2)C2C=CC=CC=2)[CH:33]=CC=C[CH:29]=1.N(C(OC(C)C)=O)=NC(OC(C)C)=O.[C:61]([O:64][CH2:65][CH3:66])(=O)[CH3:62]. Product: [CH3:62][C@@H:61]1[CH2:33][CH:28]([O:1][N:2]2[C:7](=[O:8])[C:6]([CH2:9][C:10]3[CH:11]=[CH:12][C:13]([C:16]4[C:17]([C:22]#[N:23])=[CH:18][CH:19]=[CH:20][CH:21]=4)=[CH:14][CH:15]=3)=[C:5]([CH2:24][CH2:25][CH3:26])[N:4]=[C:3]2[CH3:27])[CH2:29][C@H:65]([CH3:66])[O:64]1. The catalyst class is: 30.